The task is: Predict which catalyst facilitates the given reaction.. This data is from Catalyst prediction with 721,799 reactions and 888 catalyst types from USPTO. (1) Reactant: [Br:1][C:2]1[CH:6]=[CH:5][O:4][C:3]=1[C:7]([O:9]CC)=O.[CH3:12][C:13]([CH3:15])=[O:14].CC(C)([O-])C.[K+].C(O)(=O)C. Product: [Br:1][C:2]1[CH:6]=[CH:5][O:4][C:3]=1[C:7](=[O:9])[CH2:12][C:13](=[O:14])[CH3:15]. The catalyst class is: 93. (2) Reactant: [NH2:1][C:2]1[C:6]2=[C:7]([OH:11])[CH:8]=[CH:9][CH:10]=[C:5]2[O:4][N:3]=1.[F:12][C:13]1[CH:14]=[C:15]([N+:20]([O-:22])=[O:21])[CH:16]=[CH:17][C:18]=1F.C(=O)([O-])[O-].[K+].[K+]. Product: [F:12][C:13]1[CH:14]=[C:15]([N+:20]([O-:22])=[O:21])[CH:16]=[CH:17][C:18]=1[O:11][C:7]1[C:6]2[C:2]([NH2:1])=[N:3][O:4][C:5]=2[CH:10]=[CH:9][CH:8]=1. The catalyst class is: 35. (3) Reactant: N#N.[O:3]1[CH:7]=[CH:6][N:5]=[C:4]1[CH:8]([OH:10])[CH3:9].[Si:11](Cl)([C:14]([CH3:17])([CH3:16])[CH3:15])([CH3:13])[CH3:12].N1C=CN=C1.[NH4+].[Cl-]. Product: [C:14]([Si:11]([CH3:13])([CH3:12])[O:10][CH:8]([C:4]1[O:3][CH:7]=[CH:6][N:5]=1)[CH3:9])([CH3:17])([CH3:16])[CH3:15]. The catalyst class is: 1.